From a dataset of Forward reaction prediction with 1.9M reactions from USPTO patents (1976-2016). Predict the product of the given reaction. Given the reactants [S:1]1[C:5]2[CH:6]=[CH:7][C:8]([CH:10]([C:21]3[C:29]4[C:24](=[C:25]([CH2:30][S:31][CH3:32])[CH:26]=[CH:27][CH:28]=4)[NH:23][CH:22]=3)[CH:11]3C(=O)O[C:14](C)([CH3:18])[O:13][C:12]3=[O:20])=[CH:9][C:4]=2[CH:3]=[CH:2]1.ClC1C=CC(C(C2C3C(=C(CSC)C(F)=CC=3)NC=2)CC(OCC)=O)=CC=1, predict the reaction product. The product is: [S:1]1[C:5]2[CH:6]=[CH:7][C:8]([CH:10]([C:21]3[C:29]4[C:24](=[C:25]([CH2:30][S:31][CH3:32])[CH:26]=[CH:27][CH:28]=4)[NH:23][CH:22]=3)[CH2:11][C:12]([O:13][CH2:14][CH3:18])=[O:20])=[CH:9][C:4]=2[CH:3]=[CH:2]1.